Task: Predict the reactants needed to synthesize the given product.. Dataset: Full USPTO retrosynthesis dataset with 1.9M reactions from patents (1976-2016) (1) Given the product [C:1]([CH2:3][C:4]1([N:18]2[CH:22]=[C:21]([C:23]3[C:24]4[CH:31]=[CH:30][N:29]([CH2:32][O:33][CH2:34][CH2:35][Si:36]([CH3:39])([CH3:38])[CH3:37])[C:25]=4[N:26]=[CH:27][N:28]=3)[CH:20]=[N:19]2)[CH2:5][N:6]([C:8]2[CH:16]=[CH:15][C:11]([C:12]([NH:48][C@H:46]([CH:40]3[CH2:45][CH2:44][CH2:43][CH2:42][CH2:41]3)[CH3:47])=[O:13])=[C:10]([F:17])[CH:9]=2)[CH2:7]1)#[N:2], predict the reactants needed to synthesize it. The reactants are: [C:1]([CH2:3][C:4]1([N:18]2[CH:22]=[C:21]([C:23]3[C:24]4[CH:31]=[CH:30][N:29]([CH2:32][O:33][CH2:34][CH2:35][Si:36]([CH3:39])([CH3:38])[CH3:37])[C:25]=4[N:26]=[CH:27][N:28]=3)[CH:20]=[N:19]2)[CH2:7][N:6]([C:8]2[CH:16]=[CH:15][C:11]([C:12](O)=[O:13])=[C:10]([F:17])[CH:9]=2)[CH2:5]1)#[N:2].[CH:40]1([C@@H:46]([NH2:48])[CH3:47])[CH2:45][CH2:44][CH2:43][CH2:42][CH2:41]1. (2) Given the product [CH2:1]([N:3]1[C:11]2[C:6](=[CH:7][CH:8]=[C:9]([O:12][CH3:13])[CH:10]=2)[C:5]([C:14](=[S:26])[NH2:16])=[CH:4]1)[CH3:2], predict the reactants needed to synthesize it. The reactants are: [CH2:1]([N:3]1[C:11]2[C:6](=[CH:7][CH:8]=[C:9]([O:12][CH3:13])[CH:10]=2)[C:5]([C:14]([NH2:16])=O)=[CH:4]1)[CH3:2].COC1C=CC(P2(SP(C3C=CC(OC)=CC=3)(=S)S2)=[S:26])=CC=1. (3) Given the product [NH2:31][C:29]([C:28]1[CH:32]=[C:24]([NH:23][C:20]([C:17]2[CH:18]=[CH:19][C:14]([C:3]3[CH:4]=[C:5]([C:8]4[O:9][C:10]([CH3:13])=[N:11][N:12]=4)[CH:6]=[CH:7][C:2]=3[CH3:1])=[CH:15][CH:16]=2)=[O:21])[CH:25]=[CH:26][C:27]=1[CH3:33])=[O:30], predict the reactants needed to synthesize it. The reactants are: [CH3:1][C:2]1[CH:7]=[CH:6][C:5]([C:8]2[O:9][C:10]([CH3:13])=[N:11][N:12]=2)=[CH:4][C:3]=1[C:14]1[CH:19]=[CH:18][C:17]([C:20](O)=[O:21])=[CH:16][CH:15]=1.[NH2:23][C:24]1[CH:25]=[CH:26][C:27]([CH3:33])=[C:28]([CH:32]=1)[C:29]([NH2:31])=[O:30]. (4) Given the product [C:1]([CH2:3][CH2:4][C:5]1[CH:6]=[CH:7][C:8]2[N:9]([C:11]([C:14]([OH:16])=[O:15])=[CH:12][N:13]=2)[CH:10]=1)#[N:2], predict the reactants needed to synthesize it. The reactants are: [C:1]([CH2:3][CH2:4][C:5]1[CH:6]=[CH:7][C:8]2[N:9]([C:11]([C:14]([O:16]CC)=[O:15])=[CH:12][N:13]=2)[CH:10]=1)#[N:2].[Li+].[OH-].C(O)(=O)CC(CC(O)=O)(C(O)=O)O. (5) Given the product [CH3:1][O:2][C:3]1[CH:4]=[C:5]2[C:10](=[CH:11][C:12]=1[O:13][CH3:14])[N:9]=[CH:8][CH:7]=[C:6]2[O:15][C:16]1[CH:22]=[CH:21][C:19]([NH:20][C:24](=[O:26])[O:42][CH:37]([CH2:36][CH3:35])[CH2:38][CH2:39][CH2:40][CH3:41])=[CH:18][CH:17]=1, predict the reactants needed to synthesize it. The reactants are: [CH3:1][O:2][C:3]1[CH:4]=[C:5]2[C:10](=[CH:11][C:12]=1[O:13][CH3:14])[N:9]=[CH:8][CH:7]=[C:6]2[O:15][C:16]1[CH:22]=[CH:21][C:19]([NH2:20])=[CH:18][CH:17]=1.Cl[C:24](Cl)([O:26]C(=O)OC(Cl)(Cl)Cl)Cl.[CH3:35][CH2:36][CH:37]([OH:42])[CH2:38][CH2:39][CH2:40][CH3:41].C(=O)(O)[O-].[Na+]. (6) Given the product [CH2:1]([N:35]1[CH2:36][CH2:37][CH:32]([C@@H:14]([CH2:15][S:16]([N:19]2[CH2:24][CH2:23][N:22]([C:25]3[CH:30]=[CH:29][CH:28]=[CH:27][C:26]=3[CH3:31])[CH2:21][CH2:20]2)(=[O:17])=[O:18])[C:13]([NH:12][OH:11])=[O:38])[CH2:33][CH2:34]1)[CH3:2], predict the reactants needed to synthesize it. The reactants are: [CH:1](=O)[CH3:2].FC(F)(F)C(O)=O.[OH:11][NH:12][C:13](=[O:38])[C@@H:14]([CH:32]1[CH2:37][CH2:36][NH:35][CH2:34][CH2:33]1)[CH2:15][S:16]([N:19]1[CH2:24][CH2:23][N:22]([C:25]2[CH:30]=[CH:29][CH:28]=[CH:27][C:26]=2[CH3:31])[CH2:21][CH2:20]1)(=[O:18])=[O:17].C(O[BH-](OC(=O)C)OC(=O)C)(=O)C.[Na+].